Dataset: CYP2D6 inhibition data for predicting drug metabolism from PubChem BioAssay. Task: Regression/Classification. Given a drug SMILES string, predict its absorption, distribution, metabolism, or excretion properties. Task type varies by dataset: regression for continuous measurements (e.g., permeability, clearance, half-life) or binary classification for categorical outcomes (e.g., BBB penetration, CYP inhibition). Dataset: cyp2d6_veith. (1) The compound is COC(=O)c1cccc(NC(=O)/C=C/c2cccc([N+](=O)[O-])c2)c1. The result is 0 (non-inhibitor). (2) The drug is CCOc1ccc(N(C(C)C(=O)N/N=C(\C)c2cccc(NC(=O)c3ccccc3)c2)S(C)(=O)=O)cc1. The result is 0 (non-inhibitor). (3) The molecule is Cc1ccc(C(=O)NC(=S)NCC2CCCO2)cc1. The result is 0 (non-inhibitor). (4) The drug is O=C1Nc2cc(Cl)c(Cl)cc2N2CCNC[C@H]12. The result is 1 (inhibitor). (5) The compound is O=[As]c1ccc(S(=O)(=O)NCCO)cc1. The result is 0 (non-inhibitor). (6) The molecule is CCCn1c(=O)c2[nH]c(-c3ccccc3)nc2n(CCC)c1=O. The result is 0 (non-inhibitor).